This data is from Peptide-MHC class II binding affinity with 134,281 pairs from IEDB. The task is: Regression. Given a peptide amino acid sequence and an MHC pseudo amino acid sequence, predict their binding affinity value. This is MHC class II binding data. (1) The peptide sequence is GCGSCFEIKCTKPEA. The MHC is HLA-DQA10301-DQB10302 with pseudo-sequence HLA-DQA10301-DQB10302. The binding affinity (normalized) is 0.0915. (2) The peptide sequence is LTQPLQQLTSLFSQV. The MHC is DRB1_0404 with pseudo-sequence DRB1_0404. The binding affinity (normalized) is 0.738.